Dataset: Catalyst prediction with 721,799 reactions and 888 catalyst types from USPTO. Task: Predict which catalyst facilitates the given reaction. (1) Reactant: [N:1]1([C:6]([N:8]2[CH2:12][C@H:11]([C:13]3[CH:18]=[CH:17][CH:16]=[CH:15][CH:14]=3)[C@@H:10]([CH2:19][N:20]([C@@H:28]([C:30]3[C:39]4[C:34](=[CH:35][CH:36]=[CH:37][CH:38]=4)[CH:33]=[CH:32][CH:31]=3)[CH3:29])[C:21](=[O:27])[O:22][C:23]([CH3:26])([CH3:25])[CH3:24])[CH2:9]2)=[O:7])[CH:5]=[CH:4][N:3]=[CH:2]1.[CH3:40][I:41]. Product: [I-:41].[C:23]([O:22][C:21]([N:20]([CH2:19][C@@H:10]1[C@@H:11]([C:13]2[CH:18]=[CH:17][CH:16]=[CH:15][CH:14]=2)[CH2:12][N:8]([C:6]([N:1]2[CH:5]=[CH:4][N+:3]([CH3:40])=[CH:2]2)=[O:7])[CH2:9]1)[C@@H:28]([C:30]1[C:39]2[C:34](=[CH:35][CH:36]=[CH:37][CH:38]=2)[CH:33]=[CH:32][CH:31]=1)[CH3:29])=[O:27])([CH3:25])([CH3:24])[CH3:26]. The catalyst class is: 10. (2) Reactant: [CH3:1][N:2]([CH:10]1[CH2:15][CH2:14][N:13]([C:16]2[CH:21]=[CH:20][C:19]([N+:22]([O-:24])=[O:23])=[CH:18][CH:17]=2)[CH2:12][CH2:11]1)C(=O)OC(C)(C)C.[ClH:25].C(OCC)C. Product: [ClH:25].[CH3:1][NH:2][CH:10]1[CH2:11][CH2:12][N:13]([C:16]2[CH:21]=[CH:20][C:19]([N+:22]([O-:24])=[O:23])=[CH:18][CH:17]=2)[CH2:14][CH2:15]1. The catalyst class is: 135. (3) Reactant: [Cl:1][C:2]1[N:7]=[C:6]([SH:8])[CH:5]=[CH:4][CH:3]=1.C([O-])([O-])=O.[Cs+].[Cs+].Br[CH2:16][CH:17]1[CH2:19][CH2:18]1. Product: [Cl:1][C:2]1[CH:3]=[CH:4][CH:5]=[C:6]([S:8][CH2:16][CH:17]2[CH2:19][CH2:18]2)[N:7]=1. The catalyst class is: 3. (4) Reactant: [OH:1][C:2]1[CH:7]=[CH:6][C:5]([CH2:8][CH2:9]Br)=[CH:4][CH:3]=1.C(=O)([O-])[O-].[K+].[K+].[NH:17]1[CH2:22][CH2:21][CH:20]([CH2:23][NH:24][C:25]([C:27]2[C:35]3[C:30](=[CH:31][CH:32]=[CH:33][CH:34]=3)[N:29]([CH:36]([CH3:38])[CH3:37])[N:28]=2)=[O:26])[CH2:19][CH2:18]1.[ClH:39]. Product: [ClH:39].[OH:1][C:2]1[CH:7]=[CH:6][C:5]([CH2:8][CH2:9][N:17]2[CH2:22][CH2:21][CH:20]([CH2:23][NH:24][C:25]([C:27]3[C:35]4[C:30](=[CH:31][CH:32]=[CH:33][CH:34]=4)[N:29]([CH:36]([CH3:38])[CH3:37])[N:28]=3)=[O:26])[CH2:19][CH2:18]2)=[CH:4][CH:3]=1. The catalyst class is: 162. (5) Reactant: C(O[CH:4](OCC)[C:5]([NH:7][C:8]1[C:9]([CH2:14][C:15]([O:17][CH2:18][CH3:19])=[O:16])=[N:10][CH:11]=[CH:12][CH:13]=1)=[O:6])C.O.II. Product: [O:6]=[C:5]1[CH:4]=[C:14]([C:15]([O:17][CH2:18][CH3:19])=[O:16])[C:9]2[C:8](=[CH:13][CH:12]=[CH:11][N:10]=2)[NH:7]1. The catalyst class is: 55. (6) Reactant: [O:1]=[C:2]1[CH:10]([CH:11]2[CH2:15][CH2:14][N:13](C(OC(C)(C)C)=O)[CH2:12]2)[C:9]2[C:4](=[CH:5][CH:6]=[C:7]([NH:23][C:24]([C:26]3[S:27][CH:28]=[CH:29][CH:30]=3)=[NH:25])[CH:8]=2)[NH:3]1.Cl. Product: [O:1]=[C:2]1[CH:10]([CH:11]2[CH2:15][CH2:14][NH:13][CH2:12]2)[C:9]2[C:4](=[CH:5][CH:6]=[C:7]([NH:23][C:24]([C:26]3[S:27][CH:28]=[CH:29][CH:30]=3)=[NH:25])[CH:8]=2)[NH:3]1. The catalyst class is: 5. (7) Reactant: Cl.[CH3:2][O:3][C:4](=[O:30])[C@@H:5]([NH:8][C:9]([C:11]1[C:12]([CH3:29])=[N:13][C:14]([NH:18][CH2:19][CH2:20][CH2:21][C:22]2[CH:27]=[CH:26][CH:25]=[C:24]([OH:28])[CH:23]=2)=[N:15][C:16]=1[CH3:17])=[O:10])[CH2:6][NH2:7].[Cl:31][C:32]1[CH:36]=[CH:35][S:34][C:33]=1[C:37](O)=[O:38].C(N(CC)CC)C.CN(C(ON1N=NC2C=CC=CC1=2)=[N+](C)C)C.F[P-](F)(F)(F)(F)F.C1C=CC2N(O)N=NC=2C=1. Product: [CH3:2][O:3][C:4](=[O:30])[C@@H:5]([NH:8][C:9]([C:11]1[C:12]([CH3:29])=[N:13][C:14]([NH:18][CH2:19][CH2:20][CH2:21][C:22]2[CH:27]=[CH:26][CH:25]=[C:24]([OH:28])[CH:23]=2)=[N:15][C:16]=1[CH3:17])=[O:10])[CH2:6][NH:7][C:37]([C:33]1[S:34][CH:35]=[CH:36][C:32]=1[Cl:31])=[O:38]. The catalyst class is: 163. (8) Reactant: [C:1]([C@H:3]1[CH2:8][CH2:7][C@H:6]([C:9]([OH:11])=O)[CH2:5][CH2:4]1)#[N:2].S(Cl)([Cl:14])=O. Product: [C:1]([C@H:3]1[CH2:8][CH2:7][C@H:6]([C:9]([Cl:14])=[O:11])[CH2:5][CH2:4]1)#[N:2]. The catalyst class is: 4. (9) Reactant: [CH2:1]([O:3][C:4]([N:6]1[C:15]2[C:10](=[N:11][C:12]([O:16][CH3:17])=[CH:13][CH:14]=2)[C@@H:9]([NH:18][C:19]2[N:24]=[C:23]([CH2:25][C:26]3[CH:31]=[C:30]([C:32]([F:35])([F:34])[F:33])[CH:29]=[C:28]([C:36]([F:39])([F:38])[F:37])[CH:27]=3)[C:22]([CH2:40][OH:41])=[CH:21][N:20]=2)[CH2:8][C@H:7]1[CH2:42][CH3:43])=[O:5])[CH3:2]. Product: [CH2:1]([O:3][C:4]([N:6]1[C:15]2[C:10](=[N:11][C:12]([O:16][CH3:17])=[CH:13][CH:14]=2)[C@@H:9]([NH:18][C:19]2[N:24]=[C:23]([CH2:25][C:26]3[CH:31]=[C:30]([C:32]([F:35])([F:33])[F:34])[CH:29]=[C:28]([C:36]([F:37])([F:38])[F:39])[CH:27]=3)[C:22]([CH:40]=[O:41])=[CH:21][N:20]=2)[CH2:8][C@H:7]1[CH2:42][CH3:43])=[O:5])[CH3:2]. The catalyst class is: 428. (10) Reactant: [C:1]1([N:7]2[CH:11]=[CH:10][CH:9]=[N:8]2)[CH:6]=[CH:5][CH:4]=[CH:3][CH:2]=1.[Li]CCCC.[B:17](OC(C)C)([O:22]C(C)C)[O:18]C(C)C.Cl. Product: [C:1]1([N:7]2[C:11]([B:17]([OH:22])[OH:18])=[CH:10][CH:9]=[N:8]2)[CH:2]=[CH:3][CH:4]=[CH:5][CH:6]=1. The catalyst class is: 1.